The task is: Predict the reactants needed to synthesize the given product.. This data is from Full USPTO retrosynthesis dataset with 1.9M reactions from patents (1976-2016). (1) Given the product [Cl:1][C:2]1[CH:7]=[CH:6][N:5]=[C:4]([NH:8][C:19](=[O:20])[O:21][C:22]([CH3:25])([CH3:24])[CH3:23])[CH:3]=1, predict the reactants needed to synthesize it. The reactants are: [Cl:1][C:2]1[CH:7]=[CH:6][N:5]=[C:4]([NH2:8])[CH:3]=1.C[Si]([N-][Si](C)(C)C)(C)C.[Li+].[C:19](O[C:19]([O:21][C:22]([CH3:25])([CH3:24])[CH3:23])=[O:20])([O:21][C:22]([CH3:25])([CH3:24])[CH3:23])=[O:20].[NH4+].[Cl-]. (2) The reactants are: [N:1]1([C:6]2[CH:7]=[C:8]([CH:12]=[CH:13][CH:14]=2)[C:9]([OH:11])=O)[CH:5]=[N:4][N:3]=[N:2]1.ClC(OCC)=O.CCN(CC)CC.[K+].[C:29]([O:35][CH2:36][CH3:37])(=[O:34])[CH2:30]C([O-])=O.[Mg+2].[Cl-].[Cl-]. Given the product [CH2:36]([O:35][C:29](=[O:34])[CH2:30][C:9](=[O:11])[C:8]1[CH:12]=[CH:13][CH:14]=[C:6]([N:1]2[CH:5]=[N:4][N:3]=[N:2]2)[CH:7]=1)[CH3:37], predict the reactants needed to synthesize it.